Dataset: Reaction yield outcomes from USPTO patents with 853,638 reactions. Task: Predict the reaction yield, written as a fraction of the theoretical maximum amount of product (1.0 means a 100% yield; for example, 0.34 means a 34% yield). (1) The reactants are [O:1]1[C:9]2[C:4](=[CH:5][CH:6]=[CH:7][CH:8]=2)[CH2:3][C:2]1=[O:10].Cl.[CH3:12][OH:13]. No catalyst specified. The product is [OH:13][C:12]1[CH:8]=[CH:7][CH:6]=[CH:5][C:4]=1[CH2:3][C:2]([O:1][CH3:9])=[O:10]. The yield is 0.990. (2) The reactants are BrCCBr.Cl[Si](C)(C)C.I[CH:11]1[CH2:14][N:13]([C:15]([O:17][C:18]([CH3:21])([CH3:20])[CH3:19])=[O:16])[CH2:12]1.[Cl:22][C:23]1[C:24]([CH3:35])=[C:25](I)[C:26]([O:32][CH3:33])=[C:27]([C:29](=[O:31])[CH3:30])[CH:28]=1.O1C=CC=C1P(C1OC=CC=1)C1OC=CC=1. The catalyst is CN(C)C=O.[Zn].C1C=CC(/C=C/C(/C=C/C2C=CC=CC=2)=O)=CC=1.C1C=CC(/C=C/C(/C=C/C2C=CC=CC=2)=O)=CC=1.C1C=CC(/C=C/C(/C=C/C2C=CC=CC=2)=O)=CC=1.[Pd].[Pd]. The product is [C:29]([C:27]1[C:26]([O:32][CH3:33])=[C:25]([CH:11]2[CH2:14][N:13]([C:15]([O:17][C:18]([CH3:21])([CH3:20])[CH3:19])=[O:16])[CH2:12]2)[C:24]([CH3:35])=[C:23]([Cl:22])[CH:28]=1)(=[O:31])[CH3:30]. The yield is 0.550. (3) The reactants are [Br:1][C:2]1[C:14](=[O:15])[N:13]([CH:16]2[CH2:20][CH2:19][CH2:18][CH2:17]2)[C:5]2[N:6]=[C:7](S(C)=O)[N:8]=[CH:9][C:4]=2[C:3]=1[CH3:21].[C:22]([O:26][C:27]([N:29]1[CH2:34][CH2:33][N:32]([C:35]2[CH:36]=[N:37][C:38]([NH2:41])=[CH:39][CH:40]=2)[CH2:31][CH2:30]1)=[O:28])([CH3:25])([CH3:24])[CH3:23]. The catalyst is C1(C)C=CC=CC=1.C(Cl)Cl. The product is [C:22]([O:26][C:27]([N:29]1[CH2:34][CH2:33][N:32]([C:35]2[CH:36]=[N:37][C:38]([NH:41][C:7]3[N:8]=[CH:9][C:4]4[C:3]([CH3:21])=[C:2]([Br:1])[C:14](=[O:15])[N:13]([CH:16]5[CH2:20][CH2:19][CH2:18][CH2:17]5)[C:5]=4[N:6]=3)=[CH:39][CH:40]=2)[CH2:31][CH2:30]1)=[O:28])([CH3:25])([CH3:23])[CH3:24]. The yield is 0.130.